Dataset: Forward reaction prediction with 1.9M reactions from USPTO patents (1976-2016). Task: Predict the product of the given reaction. (1) The product is: [CH3:8][O:9][C:10]([C@@H:12]1[CH2:16][C@@H:15]([S:17]([C:20]2[CH:25]=[CH:24][CH:23]=[CH:22][C:21]=2[C:26]([F:28])([F:29])[F:27])(=[O:19])=[O:18])[CH2:14][N:13]1[C:30]1[N:35]([CH3:36])[N:34]=[C:32]([CH3:33])[CH:31]=1)=[O:11]. Given the reactants FC(F)(F)C(O)=O.[CH3:8][O:9][C:10]([C@@H:12]1[CH2:16][C@@H:15]([S:17]([C:20]2[CH:25]=[CH:24][CH:23]=[CH:22][C:21]=2[C:26]([F:29])([F:28])[F:27])(=[O:19])=[O:18])[CH2:14][N:13]1[C:30](=S)[CH2:31][C:32](=[N:34][N:35](C(OC(C)(C)C)=O)[CH3:36])[CH3:33])=[O:11].C(OC(C)=O)(C)C, predict the reaction product. (2) The product is: [C:1]([O:5][C:6]([N:8]1[CH2:13][CH2:12][N:11]([CH3:22])[CH:10]([C:14]2[CH:19]=[CH:18][CH:17]=[CH:16][CH:15]=2)[CH2:9]1)=[O:7])([CH3:4])([CH3:2])[CH3:3]. Given the reactants [C:1]([O:5][C:6]([N:8]1[CH2:13][CH2:12][NH:11][CH:10]([C:14]2[CH:19]=[CH:18][CH:17]=[CH:16][CH:15]=2)[CH2:9]1)=[O:7])([CH3:4])([CH3:3])[CH3:2].C=O.[C:22](O[BH-](OC(=O)C)OC(=O)C)(=O)C.[Na+], predict the reaction product. (3) Given the reactants [F:1][C:2]1[CH:7]=[CH:6][C:5]([F:8])=[CH:4][C:3]=1[C:9]1[CH2:10][CH2:11][NH:12][CH:13]([C:15]2[CH:20]=[CH:19][CH:18]=[C:17]([O:21][CH3:22])[CH:16]=2)[CH:14]=1.ClCCl.[C:26](OC(=O)C)(=[O:28])[CH3:27], predict the reaction product. The product is: [C:26]([N:12]1[CH:13]([C:15]2[CH:20]=[CH:19][CH:18]=[C:17]([O:21][CH3:22])[CH:16]=2)[CH:14]=[C:9]([C:3]2[CH:4]=[C:5]([F:8])[CH:6]=[CH:7][C:2]=2[F:1])[CH2:10][CH2:11]1)(=[O:28])[CH3:27]. (4) Given the reactants [N:1]1([C:7]2[CH:17]=[CH:16][C:10]([C:11]([O:13][CH2:14][CH3:15])=[O:12])=[CH:9][CH:8]=2)[CH2:6][CH2:5][NH:4][CH2:3][CH2:2]1.[F:18][C:19]([F:43])([F:42])[CH2:20][NH:21][C:22]([C:24]1([CH2:37][CH2:38][CH2:39][CH2:40]Br)[C:36]2[CH:35]=[CH:34][CH:33]=[CH:32][C:31]=2[C:30]2[C:25]1=[CH:26][CH:27]=[CH:28][CH:29]=2)=[O:23], predict the reaction product. The product is: [F:18][C:19]([F:42])([F:43])[CH2:20][NH:21][C:22]([C:24]1([CH2:37][CH2:38][CH2:39][CH2:40][N:4]2[CH2:3][CH2:2][N:1]([C:7]3[CH:8]=[CH:9][C:10]([C:11]([O:13][CH2:14][CH3:15])=[O:12])=[CH:16][CH:17]=3)[CH2:6][CH2:5]2)[C:36]2[CH:35]=[CH:34][CH:33]=[CH:32][C:31]=2[C:30]2[C:25]1=[CH:26][CH:27]=[CH:28][CH:29]=2)=[O:23].